This data is from Full USPTO retrosynthesis dataset with 1.9M reactions from patents (1976-2016). The task is: Predict the reactants needed to synthesize the given product. Given the product [CH2:1]([C:5]1[C:14]([CH:15]=[O:16])=[CH:13][C:12]2[C:7](=[CH:8][CH:9]=[C:10]([O:20][CH3:21])[CH:11]=2)[N:6]=1)[CH2:2][CH2:3][CH3:4], predict the reactants needed to synthesize it. The reactants are: [CH2:1]([C:5]1[C:14]([CH:15]2OCC[O:16]2)=[CH:13][C:12]2[C:7](=[CH:8][CH:9]=[C:10]([O:20][CH3:21])[CH:11]=2)[N:6]=1)[CH2:2][CH2:3][CH3:4].Cl.